Predict the reaction yield, written as a fraction of the theoretical maximum amount of product (1.0 means a 100% yield; for example, 0.34 means a 34% yield). From a dataset of Reaction yield outcomes from USPTO patents with 853,638 reactions. (1) The reactants are [F:1][C:2]1[CH:3]=[C:4]([N:9]2[CH2:13][CH2:12][CH2:11][C@@H:10]2[C:14]2[CH:15]=[C:16]([C:31]([OH:33])=O)[CH:17]=[C:18]3[C:23]=2[O:22][C:21]([N:24]2[CH2:29][CH2:28][O:27][CH2:26][CH2:25]2)=[CH:20][C:19]3=[O:30])[CH:5]=[C:6]([F:8])[CH:7]=1.CCN(C(C)C)C(C)C.[CH3:43][N:44]1[CH2:49][CH2:48][NH:47][CH2:46][CH2:45]1. The catalyst is C(Cl)Cl. The product is [F:8][C:6]1[CH:5]=[C:4]([N:9]2[CH2:13][CH2:12][CH2:11][C@@H:10]2[C:14]2[CH:15]=[C:16]([C:31]([N:47]3[CH2:48][CH2:49][N:44]([CH3:43])[CH2:45][CH2:46]3)=[O:33])[CH:17]=[C:18]3[C:23]=2[O:22][C:21]([N:24]2[CH2:29][CH2:28][O:27][CH2:26][CH2:25]2)=[CH:20][C:19]3=[O:30])[CH:3]=[C:2]([F:1])[CH:7]=1. The yield is 0.590. (2) The reactants are [CH:1]1([CH2:4][C:5]2[NH:9][C:8]3[CH:10]=[CH:11][CH:12]=[CH:13][C:7]=3[N:6]=2)[CH2:3][CH2:2]1.Br[CH2:15][C:16]1[CH:35]=[CH:34][C:19]2/[C:20](=[C:30](/[CH3:33])\[C:31]#[N:32])/[C:21]3[CH:28]=[CH:27][C:26]([F:29])=[CH:25][C:22]=3[O:23][CH2:24][C:18]=2[CH:17]=1. No catalyst specified. The product is [CH:1]1([CH2:4][C:5]2[N:6]([CH2:15][C:16]3[CH:35]=[CH:34][C:19]4/[C:20](=[C:30](/[CH3:33])\[C:31]#[N:32])/[C:21]5[CH:28]=[CH:27][C:26]([F:29])=[CH:25][C:22]=5[O:23][CH2:24][C:18]=4[CH:17]=3)[C:7]3[CH:13]=[CH:12][CH:11]=[CH:10][C:8]=3[N:9]=2)[CH2:2][CH2:3]1. The yield is 0.930. (3) The catalyst is CC#N.CCOC(C)=O. The product is [CH3:36][C@@H:35]1[N:31]([C:29]([O:28][C:24]([CH3:25])([CH3:27])[CH3:26])=[O:30])[C@H:32]([C:37]([O:39][CH2:2][C:3](=[O:4])[C:5]2[CH:6]=[CH:7][C:8]3[C:17]4[CH:16]=[C:15]5[CH2:18][CH2:19][CH2:20][C:21](=[O:22])[C:14]5=[CH:13][C:12]=4[O:11][CH2:10][C:9]=3[CH:23]=2)=[O:38])[CH2:33][CH2:34]1. The reactants are Br[CH2:2][C:3]([C:5]1[CH:6]=[CH:7][C:8]2[C:17]3[CH:16]=[C:15]4[CH2:18][CH2:19][CH2:20][C:21](=[O:22])[C:14]4=[CH:13][C:12]=3[O:11][CH2:10][C:9]=2[CH:23]=1)=[O:4].[C:24]([O:28][C:29]([N:31]1[C@@H:35]([CH3:36])[CH2:34][CH2:33][C@H:32]1[C:37]([OH:39])=[O:38])=[O:30])([CH3:27])([CH3:26])[CH3:25].C(N(CC)CC)C. The yield is 0.650. (4) The reactants are C(O[B:5]1[O:9][C:8]([CH3:11])([CH3:10])[C:7]([CH3:13])([CH3:12])[O:6]1)(C)C.C([Li])CCC.[F:19][C:20]1[CH:21]=[C:22]([C:27]2([OH:32])[CH2:31][CH2:30][CH2:29][CH2:28]2)[CH:23]=[C:24]([F:26])[CH:25]=1. No catalyst specified. The product is [F:19][C:20]1[CH:21]=[C:22]([C:27]2([OH:32])[CH2:31][CH2:30][CH2:29][CH2:28]2)[CH:23]=[C:24]([F:26])[C:25]=1[B:5]1[O:6][C:7]([CH3:12])([CH3:13])[C:8]([CH3:10])([CH3:11])[O:9]1. The yield is 1.00. (5) The reactants are [F:1][C:2]([F:19])([F:18])[CH:3]([C:5]1[CH:10]=[CH:9][C:8]([C:11]2[CH:16]=[CH:15][CH:14]=[C:13]([F:17])[CH:12]=2)=[CH:7][CH:6]=1)[OH:4].[H-].[Na+].[NH2:22][C:23]1[N:28]=[C:27](Cl)[CH:26]=[C:25]([Cl:30])[N:24]=1.C(O)(C(F)(F)F)=O. The catalyst is C1COCC1. The product is [Cl:30][C:25]1[CH:26]=[C:27]([O:4][CH:3]([C:5]2[CH:10]=[CH:9][C:8]([C:11]3[CH:16]=[CH:15][CH:14]=[C:13]([F:17])[CH:12]=3)=[CH:7][CH:6]=2)[C:2]([F:1])([F:18])[F:19])[N:28]=[C:23]([NH2:22])[N:24]=1. The yield is 0.730. (6) The reactants are [C:1]([C:3]1[C:4]([C:20]([F:23])([F:22])[F:21])=[C:5]2[C:9](=[CH:10][CH:11]=1)[N:8]([CH2:12][C:13](=[NH:16])[NH:14][OH:15])[C:7]([CH2:17][CH2:18][CH3:19])=[CH:6]2)#[N:2].[Cl:24][C:25]1[CH:26]=[C:27]2[C:36]([CH3:37])=[N:35][N:34]([CH3:38])[C:28]2=[N:29][C:30]=1[C:31](Cl)=O.C(N(CC)CC)C. The catalyst is C(#N)C. The product is [Cl:24][C:25]1[CH:26]=[C:27]2[C:36]([CH3:37])=[N:35][N:34]([CH3:38])[C:28]2=[N:29][C:30]=1[C:31]1[O:15][N:14]=[C:13]([CH2:12][N:8]2[C:9]3[C:5](=[C:4]([C:20]([F:22])([F:23])[F:21])[C:3]([C:1]#[N:2])=[CH:11][CH:10]=3)[CH:6]=[C:7]2[CH2:17][CH2:18][CH3:19])[N:16]=1. The yield is 0.770.